Dataset: Reaction yield outcomes from USPTO patents with 853,638 reactions. Task: Predict the reaction yield, written as a fraction of the theoretical maximum amount of product (1.0 means a 100% yield; for example, 0.34 means a 34% yield). (1) The reactants are [CH3:1][O:2][C:3](=[O:30])[C:4]1[CH:9]=[CH:8][C:7]([O:10]C=CC)=[C:6]([N:14]([S:18]([C:21]2[CH:26]=[C:25]([Cl:27])[CH:24]=[CH:23][C:22]=2[O:28][CH3:29])(=[O:20])=[O:19])[CH:15]=[CH:16]C)[CH:5]=1. The catalyst is C1(C)C=CC=CC=1. The product is [CH3:1][O:2][C:3]([C:4]1[CH:9]=[CH:8][C:7]2[O:10][CH:16]=[CH:15][N:14]([S:18]([C:21]3[CH:26]=[C:25]([Cl:27])[CH:24]=[CH:23][C:22]=3[O:28][CH3:29])(=[O:20])=[O:19])[C:6]=2[CH:5]=1)=[O:30]. The yield is 0.500. (2) The reactants are [N+:1]([C:4]1[CH:5]=[C:6]([CH:22]=[CH:23][CH:24]=1)[CH2:7][CH2:8][N:9]1[CH2:14][CH2:13][N:12]([C:15]([O:17][C:18]([CH3:21])([CH3:20])[CH3:19])=[O:16])[CH2:11][CH2:10]1)([O-])=O.[H][H]. The catalyst is CO.[Pd].[OH-].[OH-].[Pd+2]. The product is [NH2:1][C:4]1[CH:5]=[C:6]([CH:22]=[CH:23][CH:24]=1)[CH2:7][CH2:8][N:9]1[CH2:10][CH2:11][N:12]([C:15]([O:17][C:18]([CH3:20])([CH3:21])[CH3:19])=[O:16])[CH2:13][CH2:14]1. The yield is 0.630. (3) The reactants are [Cl:1][C:2]1[C:3]([CH3:11])=[CH:4][C:5]([N:8]=[C:9]=S)=[N:6][CH:7]=1.C(N(CC)CC)C.Cl.Cl.[NH2:21][CH2:22][C@@:23]1([OH:31])[CH:28]2[CH2:29][CH2:30][N:25]([CH2:26][CH2:27]2)[CH2:24]1.C(N=C=NC(C)C)(C)C. The catalyst is CN(C)C=O. The product is [Cl:1][C:2]1[C:3]([CH3:11])=[CH:4][C:5]([NH:8][C:9]2[O:31][C@:23]3([CH2:22][N:21]=2)[CH:28]2[CH2:29][CH2:30][N:25]([CH2:26][CH2:27]2)[CH2:24]3)=[N:6][CH:7]=1. The yield is 0.303.